This data is from Full USPTO retrosynthesis dataset with 1.9M reactions from patents (1976-2016). The task is: Predict the reactants needed to synthesize the given product. (1) Given the product [OH:41][CH2:40][CH2:39][CH2:38][NH:37][C:20]([CH:18]1[CH:17]([CH2:23][C:24]([CH3:26])([CH3:25])[CH3:27])[C:16]([C:30]2[CH:31]=[CH:32][C:33]([Cl:36])=[CH:34][CH:35]=2)([C:28]#[N:29])[CH:15]([C:11]2[CH:12]=[CH:13][CH:14]=[C:9]([Cl:8])[CH:10]=2)[NH:19]1)=[O:22], predict the reactants needed to synthesize it. The reactants are: FC(F)(F)C(O)=O.[Cl:8][C:9]1[CH:10]=[C:11]([CH:15]2[NH:19][CH:18]([C:20]([OH:22])=O)[CH:17]([CH2:23][C:24]([CH3:27])([CH3:26])[CH3:25])[C:16]2([C:30]2[CH:35]=[CH:34][C:33]([Cl:36])=[CH:32][CH:31]=2)[C:28]#[N:29])[CH:12]=[CH:13][CH:14]=1.[NH2:37][CH2:38][CH2:39][CH2:40][OH:41].CN(C(ON1N=NC2C=CC=NC1=2)=[N+](C)C)C.F[P-](F)(F)(F)(F)F.CCN(C(C)C)C(C)C. (2) Given the product [Br:35][CH2:14][C:11]1[CH:12]=[CH:13][C:8]([CH2:7][N:5]2[CH:6]=[C:2]([CH3:1])[CH:3]=[N:4]2)=[CH:9][CH:10]=1, predict the reactants needed to synthesize it. The reactants are: [CH3:1][C:2]1[CH:3]=[N:4][N:5]([CH2:7][C:8]2[CH:13]=[CH:12][C:11]([CH2:14]O)=[CH:10][CH:9]=2)[CH:6]=1.C1(P(C2C=CC=CC=2)C2C=CC=CC=2)C=CC=CC=1.[Br:35]C(Br)(Br)Br. (3) Given the product [C:1]([O:5][C:6]([N:8]1[CH2:13][C@@H:12]2[C@@H:10]([CH2:11]2)[C@H:9]1[CH2:14][NH:15][C:26]1[CH:17]=[N:18][C:19]2[C:24](=[CH:23][C:22]([F:27])=[C:21]([F:28])[CH:20]=2)[N:25]=1)=[O:7])([CH3:4])([CH3:3])[CH3:2], predict the reactants needed to synthesize it. The reactants are: [C:1]([O:5][C:6]([N:8]1[CH2:13][C@@H:12]2[C@@H:10]([CH2:11]2)[C@H:9]1[CH2:14][NH2:15])=[O:7])([CH3:4])([CH3:3])[CH3:2].Cl[C:17]1[CH:26]=[N:25][C:24]2[C:19](=[CH:20][C:21]([F:28])=[C:22]([F:27])[CH:23]=2)[N:18]=1. (4) Given the product [CH3:1][O:2][C:3](=[O:4])[C:5]1[CH:10]=[C:9]([C:17]2[CH:18]=[CH:19][C:14]([Cl:13])=[CH:15][CH:16]=2)[C:8]([Cl:12])=[N:7][CH:6]=1, predict the reactants needed to synthesize it. The reactants are: [CH3:1][O:2][C:3]([C:5]1[CH:6]=[N:7][C:8]([Cl:12])=[C:9](Br)[CH:10]=1)=[O:4].[Cl:13][C:14]1[CH:19]=[CH:18][C:17](B(O)O)=[CH:16][CH:15]=1.C(=O)([O-])[O-].[Na+].[Na+].O. (5) The reactants are: S(O[CH2:12][CH2:13][CH2:14][C:15]1[CH:20]=[CH:19][C:18]([N:21]2[CH2:26][CH2:25][CH:24]([NH:27][C:28]([O:30][C:31]([CH3:34])([CH3:33])[CH3:32])=[O:29])[CH2:23][CH2:22]2)=[CH:17][CH:16]=1)(C1C=CC(C)=CC=1)(=O)=O.[NH:35]1[CH:39]=[N:38][CH:37]=[N:36]1.C(=O)([O-])[O-].[K+].[K+].O. Given the product [N:35]1([CH2:12][CH2:13][CH2:14][C:15]2[CH:16]=[CH:17][C:18]([N:21]3[CH2:26][CH2:25][CH:24]([NH:27][C:28]([O:30][C:31]([CH3:33])([CH3:34])[CH3:32])=[O:29])[CH2:23][CH2:22]3)=[CH:19][CH:20]=2)[CH:39]=[N:38][CH:37]=[N:36]1, predict the reactants needed to synthesize it. (6) Given the product [NH2:12][C:9]1[CH:8]=[CH:7][C:3]([C:4]([NH2:6])=[O:5])=[C:2]([F:1])[N:10]=1, predict the reactants needed to synthesize it. The reactants are: [F:1][C:2]1[N:10]=[C:9](F)[CH:8]=[CH:7][C:3]=1[C:4]([NH2:6])=[O:5].[NH3:12].O. (7) Given the product [CH2:1]([O:3][C:4]([C:6]1[S:10][C:9]([CH:16]=[CH2:17])=[N:8][C:7]=1[C:12]([F:15])([F:14])[F:13])=[O:5])[CH3:2], predict the reactants needed to synthesize it. The reactants are: [CH2:1]([O:3][C:4]([C:6]1[S:10][C:9](Br)=[N:8][C:7]=1[C:12]([F:15])([F:14])[F:13])=[O:5])[CH3:2].[CH2:16]([Sn](CCCC)(CCCC)C=C)[CH2:17]CC.C(C1C=C(C)C=C(C(C)(C)C)C=1O)(C)(C)C.C(OCC)(=O)C. (8) Given the product [CH3:7][C@H:8]([O:11][C:13]1[N:21]=[C:20]2[C:16]([N:17]=[CH:18][N:19]2[CH:22]2[CH2:27][CH2:26][CH2:25][CH2:24][O:23]2)=[C:15]([NH2:28])[N:14]=1)[CH2:9][CH3:10], predict the reactants needed to synthesize it. The reactants are: CC(C)([O-])C.[Na+].[CH3:7][C@H:8]([OH:11])[CH2:9][CH3:10].F[C:13]1[N:21]=[C:20]2[C:16]([N:17]=[CH:18][N:19]2[CH:22]2[CH2:27][CH2:26][CH2:25][CH2:24][O:23]2)=[C:15]([NH2:28])[N:14]=1.